This data is from Reaction yield outcomes from USPTO patents with 853,638 reactions. The task is: Predict the reaction yield, written as a fraction of the theoretical maximum amount of product (1.0 means a 100% yield; for example, 0.34 means a 34% yield). The reactants are Cl.[Br:2][C:3]1[CH:4]=[C:5]([CH2:9][NH2:10])[CH:6]=[CH:7][CH:8]=1.C[O-].[Na+].[CH2:14]([O:16][CH:17]([O:22][CH2:23][CH3:24])[C:18](=[NH:21])OC)[CH3:15]. The catalyst is CO. The product is [Br:2][C:3]1[CH:4]=[C:5]([CH:6]=[CH:7][CH:8]=1)[CH2:9][NH:10][C:18](=[NH:21])[CH:17]([O:22][CH2:23][CH3:24])[O:16][CH2:14][CH3:15]. The yield is 0.510.